Dataset: Full USPTO retrosynthesis dataset with 1.9M reactions from patents (1976-2016). Task: Predict the reactants needed to synthesize the given product. Given the product [CH3:1][N:2]([CH3:27])[CH2:3][CH2:4][N:5]1[C:9]2[N:10]=[C:11]([C:20]3[CH:26]=[CH:25][C:23]([NH:24][C:32]([NH:45][C:44]4[CH:46]=[CH:47][C:41]([F:40])=[CH:42][CH:43]=4)=[O:38])=[CH:22][CH:21]=3)[N:12]=[C:13]([N:14]3[CH2:15][CH2:16][O:17][CH2:18][CH2:19]3)[C:8]=2[CH:7]=[CH:6]1, predict the reactants needed to synthesize it. The reactants are: [CH3:1][N:2]([CH3:27])[CH2:3][CH2:4][N:5]1[C:9]2[N:10]=[C:11]([C:20]3[CH:26]=[CH:25][C:23]([NH2:24])=[CH:22][CH:21]=3)[N:12]=[C:13]([N:14]3[CH2:19][CH2:18][O:17][CH2:16][CH2:15]3)[C:8]=2[CH:7]=[CH:6]1.ClC(Cl)(O[C:32](=[O:38])OC(Cl)(Cl)Cl)Cl.[F:40][C:41]1[CH:47]=[CH:46][C:44]([NH2:45])=[CH:43][CH:42]=1.